Dataset: Full USPTO retrosynthesis dataset with 1.9M reactions from patents (1976-2016). Task: Predict the reactants needed to synthesize the given product. (1) Given the product [C:1]([O:5][C:6]([N:8]1[CH2:13][CH2:12][CH:11]([C:14]2[CH:19]=[CH:18][C:17]([NH:20][C:44]([C:33]3[N:34]([CH2:36][O:37][CH2:38][CH2:39][Si:40]([CH3:43])([CH3:42])[CH3:41])[CH:35]=[C:31]([C:29]#[N:30])[N:32]=3)=[O:45])=[C:16]([C:21]3[CH2:27][CH2:26][CH2:25][CH2:24][CH2:23][CH:22]=3)[CH:15]=2)[CH2:10][CH2:9]1)=[O:7])([CH3:4])([CH3:2])[CH3:3], predict the reactants needed to synthesize it. The reactants are: [C:1]([O:5][C:6]([N:8]1[CH2:13][CH2:12][CH:11]([C:14]2[CH:19]=[CH:18][C:17]([NH2:20])=[C:16]([C:21]3[CH2:27][CH2:26][CH2:25][CH2:24][CH2:23][CH:22]=3)[CH:15]=2)[CH2:10][CH2:9]1)=[O:7])([CH3:4])([CH3:3])[CH3:2].[K+].[C:29]([C:31]1[N:32]=[C:33]([C:44]([O-])=[O:45])[N:34]([CH2:36][O:37][CH2:38][CH2:39][Si:40]([CH3:43])([CH3:42])[CH3:41])[CH:35]=1)#[N:30].C1CN([P+](Br)(N2CCCC2)N2CCCC2)CC1.F[P-](F)(F)(F)(F)F.CCN(C(C)C)C(C)C. (2) Given the product [Cl:1][C:2]1[CH:7]=[CH:6][C:5]([N:8]2[C:12]([CH2:13][CH:14]([CH3:16])[CH3:15])=[CH:11][CH:10]=[C:9]2[CH:17]=[CH:18][C:19]([O:21][CH3:22])=[O:20])=[C:4]([CH:23]([C:24]2[CH:29]=[CH:28][CH:27]=[C:26]([O:30][CH3:31])[C:25]=2[O:32][CH3:33])[OH:34])[CH:3]=1, predict the reactants needed to synthesize it. The reactants are: [Cl:1][C:2]1[CH:7]=[CH:6][C:5]([N:8]2[C:12]([CH2:13][CH:14]([CH3:16])[CH3:15])=[CH:11][CH:10]=[C:9]2[CH:17]=[CH:18][C:19]([O:21][CH3:22])=[O:20])=[C:4]([C:23](=[O:34])[C:24]2[CH:29]=[CH:28][CH:27]=[C:26]([O:30][CH3:31])[C:25]=2[O:32][CH3:33])[CH:3]=1.[BH4-].[Na+]. (3) Given the product [CH3:1][O:2][C:3]1[N:8]=[CH:7][C:6]([N:9]([CH2:21][C:22]([OH:24])=[O:23])[S:10]([C:13]2[C:14]([CH3:19])=[CH:15][CH:16]=[CH:17][CH:18]=2)(=[O:12])=[O:11])=[CH:5][CH:4]=1, predict the reactants needed to synthesize it. The reactants are: [CH3:1][O:2][C:3]1[N:8]=[CH:7][C:6]([NH:9][S:10]([C:13]2[CH:18]=[CH:17][CH:16]=[CH:15][C:14]=2[CH3:19])(=[O:12])=[O:11])=[CH:5][CH:4]=1.Br[CH2:21][C:22]([O:24]C(C)(C)C)=[O:23]. (4) The reactants are: [NH2:1][C:2]1[CH:7]=[C:6]([CH3:8])[C:5]([CH3:9])=[CH:4][C:3]=1[NH:10][CH2:11][CH2:12][CH:13]1[O:18][C:17](=[O:19])[CH2:16][CH2:15][CH2:14]1.O.[NH:21]1[C:29](=[O:30])[C:27](=O)[C:25](=O)[NH:24][C:22]1=[O:23].B(O)(O)O. Given the product [CH3:8][C:6]1[C:5]([CH3:9])=[CH:4][C:3]2[N:10]([CH2:11][CH2:12][CH:13]3[CH2:14][CH2:15][CH2:16][C:17](=[O:19])[O:18]3)[C:25]3[C:27]([C:29](=[O:30])[NH:21][C:22](=[O:23])[N:24]=3)=[N:1][C:2]=2[CH:7]=1, predict the reactants needed to synthesize it. (5) Given the product [C:31]([N:17]1[CH2:18][CH2:19][N:14]([CH2:13][C:4]2[CH:3]=[C:2]([Cl:1])[CH:12]=[CH:11][C:5]=2[O:6][CH2:7][C:8]([OH:10])=[O:9])[CH2:15][CH:16]1[CH3:30])(=[O:38])[C:32]1[CH:37]=[CH:36][CH:35]=[CH:34][CH:33]=1, predict the reactants needed to synthesize it. The reactants are: [Cl:1][C:2]1[CH:12]=[CH:11][C:5]([O:6][CH2:7][C:8]([OH:10])=[O:9])=[C:4]([CH2:13][N:14]2[CH2:19][CH2:18][N:17](S(CC3C=CC=CC=3)(=O)=O)[CH:16]([CH3:30])[CH2:15]2)[CH:3]=1.[C:31](Cl)(=[O:38])[C:32]1[CH:37]=[CH:36][CH:35]=[CH:34][CH:33]=1. (6) The reactants are: [Br:1][C:2]1[N:7]=[C:6]([CH:8]([C:12]2[CH:17]=[CH:16][C:15]([F:18])=[CH:14][CH:13]=2)[NH:9][CH:10]=O)[CH:5]=[CH:4][CH:3]=1. Given the product [Br:1][C:2]1[N:7]2[CH:10]=[N:9][C:8]([C:12]3[CH:17]=[CH:16][C:15]([F:18])=[CH:14][CH:13]=3)=[C:6]2[CH:5]=[CH:4][CH:3]=1, predict the reactants needed to synthesize it.